This data is from Catalyst prediction with 721,799 reactions and 888 catalyst types from USPTO. The task is: Predict which catalyst facilitates the given reaction. Reactant: C([O:8][N:9]1[C:15](=[O:16])[N:14]2[CH2:17][C@H:10]1[CH2:11][CH2:12][C@H:13]2[C:18]([NH:20][NH:21][C:22](=[O:25])[CH2:23][CH3:24])=[O:19])C1C=CC=CC=1. Product: [OH:8][N:9]1[C:15](=[O:16])[N:14]2[CH2:17][C@H:10]1[CH2:11][CH2:12][C@H:13]2[C:18]([NH:20][NH:21][C:22](=[O:25])[CH2:23][CH3:24])=[O:19]. The catalyst class is: 19.